From a dataset of Forward reaction prediction with 1.9M reactions from USPTO patents (1976-2016). Predict the product of the given reaction. (1) Given the reactants [NH2:1][C@H:2]([CH2:19][C:20]1[CH:25]=[C:24]([F:26])[C:23]([F:27])=[CH:22][C:21]=1[F:28])[CH2:3][C:4]([N:6]1[CH2:11][CH2:10][NH:9][C:8](=[O:12])[C@H:7]1[CH2:13][O:14][C:15]([CH3:18])([CH3:17])[CH3:16])=[O:5].[P:29](=[O:33])([OH:32])([OH:31])[OH:30], predict the reaction product. The product is: [P:29]([OH:33])([OH:32])([OH:31])=[O:30].[NH2:1][C@H:2]([CH2:19][C:20]1[CH:25]=[C:24]([F:26])[C:23]([F:27])=[CH:22][C:21]=1[F:28])[CH2:3][C:4]([N:6]1[CH2:11][CH2:10][NH:9][C:8](=[O:12])[C@H:7]1[CH2:13][O:14][C:15]([CH3:16])([CH3:17])[CH3:18])=[O:5]. (2) Given the reactants C(OP([CH:9]([F:15])[C:10]([O:12][CH2:13][CH3:14])=[O:11])(OCC)=O)C.C([Li])CCC.CCCCCC.[N+:27]([C:30]1[CH:37]=[CH:36][C:33]([CH:34]=O)=[CH:32][CH:31]=1)([O-:29])=[O:28].[Cl-].[NH4+], predict the reaction product. The product is: [F:15]/[C:9](=[CH:34]\[C:33]1[CH:36]=[CH:37][C:30]([N+:27]([O-:29])=[O:28])=[CH:31][CH:32]=1)/[C:10]([O:12][CH2:13][CH3:14])=[O:11]. (3) Given the reactants [CH3:1][O:2][C:3]1[CH:4]=[C:5]([C:11]2[C:12]([NH:17]C(=O)C(C)(C)C)=[N:13][CH:14]=[CH:15][CH:16]=2)[CH:6]=[CH:7][C:8]=1[O:9][CH3:10].CO.[OH-].[K+], predict the reaction product. The product is: [NH2:17][C:12]1[C:11]([C:5]2[CH:6]=[CH:7][C:8]([O:9][CH3:10])=[C:3]([O:2][CH3:1])[CH:4]=2)=[CH:16][CH:15]=[CH:14][N:13]=1. (4) Given the reactants [Br:1][C:2]1[CH:10]=[CH:9][C:5]([C:6]([OH:8])=[O:7])=[CH:4][C:3]=1[CH3:11].S(=O)(=O)(O)O.[CH3:17]O, predict the reaction product. The product is: [CH3:17][O:7][C:6](=[O:8])[C:5]1[CH:9]=[CH:10][C:2]([Br:1])=[C:3]([CH3:11])[CH:4]=1. (5) Given the reactants Br[C:2]1[CH:9]=[C:8]([F:10])[CH:7]=[CH:6][C:3]=1[CH:4]=[O:5].[F:11][C:12]([F:27])([F:26])[C:13]1[CH:14]=[C:15](B(O)O)[CH:16]=[C:17]([C:19]([F:22])([F:21])[F:20])[CH:18]=1, predict the reaction product. The product is: [F:10][C:8]1[CH:9]=[C:2]([C:15]2[CH:16]=[C:17]([C:19]([F:22])([F:20])[F:21])[CH:18]=[C:13]([C:12]([F:11])([F:27])[F:26])[CH:14]=2)[C:3]([CH:4]=[O:5])=[CH:6][CH:7]=1. (6) Given the reactants [NH2:1][C:2]1[CH:3]=[N:4][CH:5]=[CH:6][CH:7]=1.[C:8]([N:15]1[CH2:20][CH2:19][C:18](=O)[CH2:17][CH2:16]1)([O:10][C:11]([CH3:14])([CH3:13])[CH3:12])=[O:9], predict the reaction product. The product is: [C:11]([O:10][C:8]([N:15]1[CH2:20][CH2:19][CH:18]([NH:1][C:2]2[CH:3]=[N:4][CH:5]=[CH:6][CH:7]=2)[CH2:17][CH2:16]1)=[O:9])([CH3:14])([CH3:12])[CH3:13]. (7) Given the reactants C[O:2][C:3]([C:5]1[S:6][C:7]([C:27]#[C:28][C:29]([CH3:32])([CH3:31])[CH3:30])=[CH:8][C:9]=1[N:10]1[C@H:15]([CH:16]2[CH2:21][CH2:20][CH2:19][CH2:18][CH2:17]2)[CH2:14][O:13][C@@:12]([CH2:23][CH:24]=[CH2:25])([CH3:22])[C:11]1=[O:26])=[O:4].B1C2CCCC1CCC2.[OH-:42].[Na+].OO, predict the reaction product. The product is: [CH:16]1([C@H:15]2[N:10]([C:9]3[CH:8]=[C:7]([C:27]#[C:28][C:29]([CH3:32])([CH3:30])[CH3:31])[S:6][C:5]=3[C:3]([OH:2])=[O:4])[C:11](=[O:26])[C@:12]([CH2:23][CH2:24][CH2:25][OH:42])([CH3:22])[O:13][CH2:14]2)[CH2:17][CH2:18][CH2:19][CH2:20][CH2:21]1. (8) The product is: [C:1]([O:4][CH:5]1[C:6]([OH:45])([CH3:44])[CH2:7][CH2:8][CH:9]([O:36][Si:37]([CH2:42][CH3:43])([CH2:38][CH3:39])[CH2:40][CH3:41])[CH:10]([C:68]([OH:71])=[O:70])[C:11]([O:13][CH:14](/[C:19](/[CH3:35])=[CH:20]/[CH:21]=[CH:22]/[CH:23]([CH3:34])[CH2:24][CH:25]2[O:33][CH:26]2[CH:27]([CH3:32])[CH:28]([O:31][C:59]2[CH:64]=[CH:63][C:62]([N+:65]([O-:67])=[O:66])=[CH:61][CH:60]=2)[CH2:29][CH3:30])[CH:15]([CH3:18])[CH:16]=[CH:17]1)=[O:12])(=[O:3])[CH3:2]. Given the reactants [C:1]([O:4][CH:5]1[C:6]([OH:45])([CH3:44])[CH2:7][CH2:8][CH:9]([O:36][Si:37]([CH2:42][CH3:43])([CH2:40][CH3:41])[CH2:38][CH3:39])[CH2:10][C:11]([O:13][CH:14](/[C:19](/[CH3:35])=[CH:20]/[CH:21]=[CH:22]/[CH:23]([CH3:34])[CH2:24][CH:25]2[O:33][CH:26]2[CH:27]([CH3:32])[CH:28]([OH:31])[CH2:29][CH3:30])[CH:15]([CH3:18])[CH:16]=[CH:17]1)=[O:12])(=[O:3])[CH3:2].CN(C1C=CC=CN=1)C.ClC(O[C:59]1[CH:64]=[CH:63][C:62]([N+:65]([O-:67])=[O:66])=[CH:61][CH:60]=1)=O.[C:68]([O:71]CC)(=[O:70])C, predict the reaction product. (9) Given the reactants [F:1][C:2]1[CH:3]=[C:4]([CH:8](OS(C)(=O)=O)[C:9]2[O:10][CH:11]=[CH:12][N:13]=2)[CH:5]=[CH:6][CH:7]=1.[C:19]([C:21]1[CH:22]=[C:23]([NH:33][C:34](=[O:40])[CH:35]([CH2:38][CH3:39])[CH2:36][CH3:37])[CH:24]=[CH:25][C:26]=1[N:27]1[CH2:32][CH2:31][NH:30][CH2:29][CH2:28]1)#[N:20], predict the reaction product. The product is: [C:19]([C:21]1[CH:22]=[C:23]([NH:33][C:34](=[O:40])[CH:35]([CH2:38][CH3:39])[CH2:36][CH3:37])[CH:24]=[CH:25][C:26]=1[N:27]1[CH2:28][CH2:29][N:30]([CH:8]([C:4]2[CH:5]=[CH:6][CH:7]=[C:2]([F:1])[CH:3]=2)[C:9]2[O:10][CH:11]=[CH:12][N:13]=2)[CH2:31][CH2:32]1)#[N:20].